Predict which catalyst facilitates the given reaction. From a dataset of Catalyst prediction with 721,799 reactions and 888 catalyst types from USPTO. (1) The catalyst class is: 7. Product: [Cl:27][C:4]1[CH:3]=[C:2]([NH:1][CH3:30])[CH:7]=[CH:6][C:5]=1[N:8]1[C:12]2[C:13]3[S:17][C:16]([NH:18][C:19](=[O:21])[CH3:20])=[N:15][C:14]=3[CH2:22][CH2:23][C:11]=2[C:10]([CH:24]2[CH2:25][CH2:26]2)=[N:9]1. Reactant: [NH2:1][C:2]1[CH:7]=[CH:6][C:5]([N:8]2[C:12]3[C:13]4[S:17][C:16]([NH:18][C:19](=[O:21])[CH3:20])=[N:15][C:14]=4[CH2:22][CH2:23][C:11]=3[C:10]([CH:24]3[CH2:26][CH2:25]3)=[N:9]2)=[C:4]([Cl:27])[CH:3]=1.C=O.[C:30](O[BH3-])(=O)C.[Na+].C([O-])(=O)C.[Na+].C(=O)([O-])O.[Na+]. (2) Reactant: ClC1C=CC=C(C(OO)=[O:9])C=1.[Cl:12][C:13]1[CH:14]=[C:15]([NH:28][C:29]2[C:34]3=[C:35]([CH2:38][S:39][CH2:40][CH2:41][OH:42])[CH:36]=[CH:37][N:33]3[N:32]=[CH:31][N:30]=2)[CH:16]=[CH:17][C:18]=1[O:19][CH2:20][C:21]1[CH:26]=[CH:25][CH:24]=[C:23]([F:27])[CH:22]=1. Product: [Cl:12][C:13]1[CH:14]=[C:15]([NH:28][C:29]2[C:34]3=[C:35]([CH2:38][S:39]([CH2:40][CH2:41][OH:42])=[O:9])[CH:36]=[CH:37][N:33]3[N:32]=[CH:31][N:30]=2)[CH:16]=[CH:17][C:18]=1[O:19][CH2:20][C:21]1[CH:26]=[CH:25][CH:24]=[C:23]([F:27])[CH:22]=1. The catalyst class is: 22. (3) Reactant: [CH3:1][O:2][C:3]([C:5]1[S:9][C:8]2[C:10]([C:14]([F:17])([F:16])[F:15])=[CH:11][CH:12]=[CH:13][C:7]=2[C:6]=1[CH:18]1[CH2:23][CH2:22][NH:21][CH2:20][CH2:19]1)=[O:4].C(N(CC)CC)C.C1C[O:34][CH2:33][CH2:32]1.C(Cl)(=O)C. Product: [CH3:1][O:2][C:3]([C:5]1[S:9][C:8]2[C:10]([C:14]([F:16])([F:17])[F:15])=[CH:11][CH:12]=[CH:13][C:7]=2[C:6]=1[CH:18]1[CH2:23][CH2:22][N:21]([C:33](=[O:34])[CH3:32])[CH2:20][CH2:19]1)=[O:4]. The catalyst class is: 13. (4) Reactant: CCN(C(C)C)C(C)C.OC(C(F)(F)F)=O.[NH2:17][CH2:18][C:19]([N:21]1[CH2:26][CH2:25][N:24]([C:27](=[O:38])[C:28]2[CH:33]=[CH:32][CH:31]=[CH:30][C:29]=2[C:34]([F:37])([F:36])[F:35])[CH2:23][CH2:22]1)=[O:20].C1C=CC2N(O)N=NC=2C=1.CCN=C=NCCCN(C)C.Cl.[F:61][C:62]1[CH:70]=[CH:69][C:65]([C:66](O)=[O:67])=[CH:64][CH:63]=1. Product: [F:61][C:62]1[CH:70]=[CH:69][C:65]([C:66]([NH:17][CH2:18][C:19](=[O:20])[N:21]2[CH2:22][CH2:23][N:24]([C:27](=[O:38])[C:28]3[CH:33]=[CH:32][CH:31]=[CH:30][C:29]=3[C:34]([F:37])([F:35])[F:36])[CH2:25][CH2:26]2)=[O:67])=[CH:64][CH:63]=1. The catalyst class is: 18.